Regression. Given a peptide amino acid sequence and an MHC pseudo amino acid sequence, predict their binding affinity value. This is MHC class II binding data. From a dataset of Peptide-MHC class II binding affinity with 134,281 pairs from IEDB. (1) The peptide sequence is QKWDATATELNNALQ. The MHC is HLA-DPA10301-DPB10402 with pseudo-sequence HLA-DPA10301-DPB10402. The binding affinity (normalized) is 0.0305. (2) The peptide sequence is EWKYFAATQFEPLAA. The MHC is HLA-DQA10401-DQB10402 with pseudo-sequence HLA-DQA10401-DQB10402. The binding affinity (normalized) is 0.630. (3) The peptide sequence is AWVDSGAQLGELYYA. The MHC is DRB3_0101 with pseudo-sequence DRB3_0101. The binding affinity (normalized) is 0.237. (4) The peptide sequence is LESDMIIPKSLAGPI. The MHC is DRB1_1501 with pseudo-sequence DRB1_1501. The binding affinity (normalized) is 0.153.